Dataset: Full USPTO retrosynthesis dataset with 1.9M reactions from patents (1976-2016). Task: Predict the reactants needed to synthesize the given product. (1) The reactants are: Cl[C:2]([O:4][CH2:5][CH:6]([CH3:8])[CH3:7])=[O:3].[NH2:9][C:10]1[N:15]=[N:14][C:13]([N:16]2[CH2:21][CH2:20][N:19]([C:22]([C:24]3[CH:29]=[CH:28][CH:27]=[CH:26][C:25]=3[C:30]([F:33])([F:32])[F:31])=[O:23])[CH2:18][CH2:17]2)=[CH:12][CH:11]=1. Given the product [CH2:5]([O:4][C:2](=[O:3])[NH:9][C:10]1[N:15]=[N:14][C:13]([N:16]2[CH2:17][CH2:18][N:19]([C:22](=[O:23])[C:24]3[CH:29]=[CH:28][CH:27]=[CH:26][C:25]=3[C:30]([F:33])([F:32])[F:31])[CH2:20][CH2:21]2)=[CH:12][CH:11]=1)[CH:6]([CH3:8])[CH3:7], predict the reactants needed to synthesize it. (2) Given the product [NH2:1][C:2]1([C:16]2[N:17]([CH3:21])[CH:18]=[N:19][CH:20]=2)[C:22]2=[CH:29][C:28](=[C:25]([C:26]#[N:27])[CH:24]=[CH:23]2)[O:15][C:11]2[CH:10]=[C:9]([CH:14]=[CH:13][CH:12]=2)[CH2:8][O:7][CH2:6][CH2:5][CH2:4][CH2:3]1, predict the reactants needed to synthesize it. The reactants are: [NH2:1][C:2]([C:22]1[CH:29]=[CH:28][C:25]([C:26]#[N:27])=[C:24](F)[CH:23]=1)([C:16]1[N:17]([CH3:21])[CH:18]=[N:19][CH:20]=1)[CH2:3][CH2:4][CH2:5][CH2:6][O:7][CH2:8][C:9]1[CH:14]=[CH:13][CH:12]=[C:11]([OH:15])[CH:10]=1.C([O-])([O-])=O.[Cs+].[Cs+]. (3) Given the product [F:10][C:4]1[CH:3]=[C:2]([C:19]2[CH:18]=[CH:17][CH:16]=[C:15]([O:14][CH2:11][CH2:12][CH3:13])[CH:20]=2)[CH:8]=[C:7]([F:9])[C:5]=1[NH2:6], predict the reactants needed to synthesize it. The reactants are: Br[C:2]1[CH:8]=[C:7]([F:9])[C:5]([NH2:6])=[C:4]([F:10])[CH:3]=1.[CH2:11]([O:14][C:15]1[CH:16]=[C:17](B(O)O)[CH:18]=[CH:19][CH:20]=1)[CH2:12][CH3:13]. (4) Given the product [CH3:13][C:10]1[N:11]=[CH:12][C:7]([CH2:6][N:1]=[N+:2]=[N-:3])=[CH:8][CH:9]=1, predict the reactants needed to synthesize it. The reactants are: [N-:1]=[N+:2]=[N-:3].[Na+].Cl[CH2:6][C:7]1[CH:8]=[CH:9][C:10]([CH3:13])=[N:11][CH:12]=1.C(=O)([O-])O.[Na+].C(OCC)(=O)C. (5) Given the product [CH3:19][C:20]1[CH:21]=[C:22]([CH:23]([C:4]2[S:5][C:6]([CH3:7])=[C:2]([CH3:1])[N:3]=2)[OH:24])[O:25][C:26]=1[CH3:27], predict the reactants needed to synthesize it. The reactants are: [CH3:1][C:2]1[N:3]=[CH:4][S:5][C:6]=1[CH3:7].CCCCCC.C([Li])CCC.[CH3:19][C:20]1[CH:21]=[C:22]([O:25][C:26]=1[CH3:27])[CH:23]=[O:24]. (6) Given the product [C:24]1([C:30]([C:34]2[CH:35]=[CH:36][CH:37]=[CH:38][CH:39]=2)=[CH:31][CH2:32][NH:1][C:2]2[CH:3]=[C:4]([C:8]3[N:13]4[N:14]=[CH:15][C:16]([C:17]([C:19]5[S:20][CH:21]=[CH:22][CH:23]=5)=[O:18])=[C:12]4[N:11]=[CH:10][CH:9]=3)[CH:5]=[CH:6][CH:7]=2)[CH:29]=[CH:28][CH:27]=[CH:26][CH:25]=1, predict the reactants needed to synthesize it. The reactants are: [NH2:1][C:2]1[CH:3]=[C:4]([C:8]2[N:13]3[N:14]=[CH:15][C:16]([C:17]([C:19]4[S:20][CH:21]=[CH:22][CH:23]=4)=[O:18])=[C:12]3[N:11]=[CH:10][CH:9]=2)[CH:5]=[CH:6][CH:7]=1.[C:24]1([C:30]([C:34]2[CH:39]=[CH:38][CH:37]=[CH:36][CH:35]=2)=[CH:31][CH:32]=O)[CH:29]=[CH:28][CH:27]=[CH:26][CH:25]=1. (7) Given the product [NH2:1][C:2]1[CH:6]=[CH:5][N:4]([C:7]2[CH:12]=[CH:11][C:10]([C:13]3[N:18]=[N:17][C:16]([N:19]([CH3:30])[CH:20]4[CH2:25][C:24]([CH3:26])([CH3:27])[NH:23][C:22]([CH3:29])([CH3:28])[CH2:21]4)=[CH:15][CH:14]=3)=[C:9]([OH:31])[CH:8]=2)[N:3]=1, predict the reactants needed to synthesize it. The reactants are: [NH2:1][C:2]1[CH:6]=[CH:5][N:4]([C:7]2[CH:12]=[CH:11][C:10]([C:13]3[N:18]=[N:17][C:16]([N:19]([CH3:30])[CH:20]4[CH2:25][C:24]([CH3:27])([CH3:26])[NH:23][C:22]([CH3:29])([CH3:28])[CH2:21]4)=[CH:15][CH:14]=3)=[C:9]([O:31]C)[CH:8]=2)[N:3]=1.C([O-])([O-])=O.[K+].[K+].C1(S)C=CC=CC=1.Cl.